From a dataset of Catalyst prediction with 721,799 reactions and 888 catalyst types from USPTO. Predict which catalyst facilitates the given reaction. (1) Reactant: [Cl-].[OH:2][NH3+].C[O-].[Na+].S(O)(=O)(=O)C.[C:12](=[NH:19])([O:14][CH2:15][CH2:16][O:17][CH3:18])[NH2:13]. Product: [OH:2][NH:19][C:12](=[NH:13])[O:14][CH2:15][CH2:16][O:17][CH3:18]. The catalyst class is: 5. (2) Reactant: [C:1]([OH:8])(=[O:7])/[CH:2]=[CH:3]\[C:4]([OH:6])=[O:5].[CH:9]1([C:12]2[CH:17]=[C:16]([CH2:18][N:19]3[CH2:24][CH2:23][CH:22]([N:25]4[CH2:34][CH2:33][C:32]5[N:31]=[C:30]([CH2:35][CH2:36][CH3:37])[C:29]([C:38]([OH:40])=[O:39])=[CH:28][C:27]=5[C:26]4=[O:41])[CH2:21][CH2:20]3)[C:15]([O:42][CH2:43][CH3:44])=[CH:14][C:13]=2[C:45]2[CH:50]=[CH:49][C:48]([F:51])=[CH:47][C:46]=2[F:52])[CH2:11][CH2:10]1. Product: [C:1]([OH:8])(=[O:7])/[CH:2]=[CH:3]\[C:4]([OH:6])=[O:5].[CH:9]1([C:12]2[CH:17]=[C:16]([CH2:18][N:19]3[CH2:24][CH2:23][CH:22]([N:25]4[CH2:34][CH2:33][C:32]5[N:31]=[C:30]([CH2:35][CH2:36][CH3:37])[C:29]([C:38]([OH:40])=[O:39])=[CH:28][C:27]=5[C:26]4=[O:41])[CH2:21][CH2:20]3)[C:15]([O:42][CH2:43][CH3:44])=[CH:14][C:13]=2[C:45]2[CH:50]=[CH:49][C:48]([F:51])=[CH:47][C:46]=2[F:52])[CH2:10][CH2:11]1. The catalyst class is: 8.